Dataset: Full USPTO retrosynthesis dataset with 1.9M reactions from patents (1976-2016). Task: Predict the reactants needed to synthesize the given product. (1) Given the product [ClH:17].[NH2:8][C@@H:9]1[CH2:14][CH2:13][C@@H:12]([CH2:15][OH:16])[O:11][CH2:10]1, predict the reactants needed to synthesize it. The reactants are: C(OC([NH:8][C@@H:9]1[CH2:14][CH2:13][C@@H:12]([CH2:15][OH:16])[O:11][CH2:10]1)=O)(C)(C)C.[ClH:17].O1CCOCC1. (2) Given the product [CH2:32]([C:34]1[O:35][CH:36]=[C:37](/[CH:39]=[CH:40]/[C:41]2[C:42]([O:52][CH2:2][C:3]3[CH:28]=[CH:27][C:6]([O:7][CH2:8][C:9]4[N:10]=[C:11]([C:15]5[CH:20]=[CH:19][C:18]([CH2:21][C:22]([O:24][CH2:25][CH3:26])=[O:23])=[CH:17][CH:16]=5)[O:12][C:13]=4[CH3:14])=[C:5]([O:29][CH3:30])[CH:4]=3)=[N:43][N:44]([C:46]3[CH:51]=[CH:50][CH:49]=[CH:48][CH:47]=3)[CH:45]=2)[N:38]=1)[CH3:33], predict the reactants needed to synthesize it. The reactants are: Cl[CH2:2][C:3]1[CH:28]=[CH:27][C:6]([O:7][CH2:8][C:9]2[N:10]=[C:11]([C:15]3[CH:20]=[CH:19][C:18]([CH2:21][C:22]([O:24][CH2:25][CH3:26])=[O:23])=[CH:17][CH:16]=3)[O:12][C:13]=2[CH3:14])=[C:5]([O:29][CH3:30])[CH:4]=1.Cl.[CH2:32]([C:34]1[O:35][CH:36]=[C:37](/[CH:39]=[CH:40]/[C:41]2[C:42]([OH:52])=[N:43][N:44]([C:46]3[CH:51]=[CH:50][CH:49]=[CH:48][CH:47]=3)[CH:45]=2)[N:38]=1)[CH3:33].C(=O)([O-])[O-].[K+].[K+].CN(C)C=O. (3) Given the product [N:12]1([CH2:10][CH2:9][CH2:8][O:1][C:2]2[CH:7]=[CH:6][C:5]([C:26](=[O:27])[CH2:25][CH2:24][CH2:23][CH2:22][CH2:21][N:12]3[CH2:17][CH2:16][CH2:15][CH2:14][CH2:13]3)=[CH:4][CH:3]=2)[CH2:17][CH2:16][CH2:15][CH2:14][CH2:13]1, predict the reactants needed to synthesize it. The reactants are: [O:1]([CH2:8][CH2:9][CH2:10]Br)[C:2]1[CH:7]=[CH:6][CH:5]=[CH:4][CH:3]=1.[NH:12]1[CH2:17][CH2:16][CH2:15][CH2:14][CH2:13]1.[I-].[K+].Br[CH2:21][CH2:22][CH2:23][CH2:24][CH2:25][C:26](Cl)=[O:27].[Cl-].[Cl-].[Cl-].[Al+3].C(=O)([O-])[O-].[K+].[K+]. (4) Given the product [OH:18][CH2:17][C:16]([N:13]1[CH2:12][CH2:11][CH:10]([O:9][C:8]2[CH:7]=[CH:6][C:5]([C:20]3[C:21]4[CH:28]=[C:27]([C:29]5[CH:30]=[CH:31][C:32]([C:33]([N:46]6[CH2:51][CH2:50][O:49][CH2:48][CH2:47]6)=[O:35])=[CH:36][CH:37]=5)[N:26]([CH2:38][O:39][CH2:40][CH2:41][Si:42]([CH3:45])([CH3:44])[CH3:43])[C:22]=4[N:23]=[CH:24][N:25]=3)=[CH:4][C:3]=2[C:1]#[N:2])[CH2:15][CH2:14]1)=[O:19], predict the reactants needed to synthesize it. The reactants are: [C:1]([C:3]1[CH:4]=[C:5]([C:20]2[C:21]3[CH:28]=[C:27]([C:29]4[CH:37]=[CH:36][C:32]([C:33]([OH:35])=O)=[CH:31][CH:30]=4)[N:26]([CH2:38][O:39][CH2:40][CH2:41][Si:42]([CH3:45])([CH3:44])[CH3:43])[C:22]=3[N:23]=[CH:24][N:25]=2)[CH:6]=[CH:7][C:8]=1[O:9][CH:10]1[CH2:15][CH2:14][N:13]([C:16](=[O:19])[CH2:17][OH:18])[CH2:12][CH2:11]1)#[N:2].[NH:46]1[CH2:51][CH2:50][O:49][CH2:48][CH2:47]1.CN(C(ON1N=NC2C=CC=NC1=2)=[N+](C)C)C.F[P-](F)(F)(F)(F)F.CCN(C(C)C)C(C)C. (5) Given the product [CH3:20][Sn:21]([CH3:27])([CH3:26])[C:2]1[CH:3]=[CH:4][C:5]2[N:6]([CH:8]=[C:9]([C:11]([NH:13][C:14]3[CH:19]=[CH:18][CH:17]=[CH:16][N:15]=3)=[O:12])[N:10]=2)[CH:7]=1, predict the reactants needed to synthesize it. The reactants are: I[C:2]1[CH:3]=[CH:4][C:5]2[N:6]([CH:8]=[C:9]([C:11]([NH:13][C:14]3[CH:19]=[CH:18][CH:17]=[CH:16][N:15]=3)=[O:12])[N:10]=2)[CH:7]=1.[CH3:20][Sn:21]([CH3:27])([CH3:26])[Sn:21]([CH3:27])([CH3:26])[CH3:20]. (6) Given the product [Br:1][C:2]1[CH:3]=[C:4]([N:8]2[CH2:9][CH2:10][CH:11]([C:14]([OH:16])=[O:15])[CH2:12][CH2:13]2)[CH:5]=[CH:6][CH:7]=1, predict the reactants needed to synthesize it. The reactants are: [Br:1][C:2]1[CH:3]=[C:4]([N:8]2[CH2:13][CH2:12][CH:11]([C:14]([O:16]CC)=[O:15])[CH2:10][CH2:9]2)[CH:5]=[CH:6][CH:7]=1.[OH-].[Na+]. (7) Given the product [CH:23]([C:16]1[C:17]2[C:22](=[CH:21][CH:20]=[CH:19][CH:18]=2)[C:13]([CH2:12][N:3]2[C:2](=[O:1])[C:10]3[C:5](=[CH:6][CH:7]=[CH:8][CH:9]=3)[C:25]2=[O:28])=[CH:14][CH:15]=1)=[CH2:32], predict the reactants needed to synthesize it. The reactants are: [O:1]=[C:2]1[C:10]2[C:5](=[CH:6][CH:7]=[CH:8][CH:9]=2)C(=O)[N:3]1[CH2:12][C:13]1[C:22]2[C:17](=[CH:18][CH:19]=[CH:20][CH:21]=2)[C:16]([CH:23]=O)=[CH:15][CH:14]=1.[C:25]([O-:28])([O-])=O.[K+].[K+].O1CCOC[CH2:32]1. (8) Given the product [CH2:1]([N:8]1[CH2:24][C@@H:17]([CH3:18])[CH2:16][C@H:15]([NH:25][C:26](=[O:27])[O:28][C:29]([CH3:30])([CH3:31])[CH3:32])[CH2:14]1)[C:2]1[CH:7]=[CH:6][CH:5]=[CH:4][CH:3]=1, predict the reactants needed to synthesize it. The reactants are: [CH2:1]([NH2:8])[C:2]1[CH:7]=[CH:6][CH:5]=[CH:4][CH:3]=1.CS(O[CH2:14][CH:15]([NH:25][C:26]([O:28][C:29]([CH3:32])([CH3:31])[CH3:30])=[O:27])[CH2:16][CH:17]([CH3:24])[CH2:18]OS(C)(=O)=O)(=O)=O.C([O-])([O-])=O.[K+].[K+].CCOC(C)=O. (9) Given the product [S:10]1[C:14]2[C:15]3([CH2:23][CH2:22][NH:21][CH2:20][CH2:19]3)[O:16][CH2:17][CH2:18][C:13]=2[CH:12]=[CH:11]1, predict the reactants needed to synthesize it. The reactants are: [OH-].[Na+].FC(F)(F)C([O-])=O.[S:10]1[C:14]2[C:15]3([CH2:23][CH2:22][NH2+:21][CH2:20][CH2:19]3)[O:16][CH2:17][CH2:18][C:13]=2[CH:12]=[CH:11]1.